From a dataset of Full USPTO retrosynthesis dataset with 1.9M reactions from patents (1976-2016). Predict the reactants needed to synthesize the given product. (1) Given the product [I:49][C:31]1[CH:30]=[C:29]([CH2:28][CH2:27][N:24]2[CH2:23][CH2:22][N:21]([C:17]3[CH:16]=[CH:15][CH:14]=[C:13]4[C:18]=3[CH:19]=[CH:20][C:11]([CH3:10])=[N:12]4)[CH2:26][CH2:25]2)[CH:35]=[CH:34][CH:33]=1, predict the reactants needed to synthesize it. The reactants are: C(N(CC)C(C)C)(C)C.[CH3:10][C:11]1[CH:20]=[CH:19][C:18]2[C:13](=[CH:14][CH:15]=[CH:16][C:17]=2[N:21]2[CH2:26][CH2:25][N:24]([CH2:27][CH2:28][C:29]3[CH:30]=[C:31]([CH:33]=[CH:34][CH:35]=3)N)[CH2:23][CH2:22]2)[N:12]=1.CS(OCCC1C=CC=C([I:49])C=1)(=O)=O. (2) Given the product [Cl:43][C:20]1[CH:19]=[CH:18][C:17]([C:15]2[O:14][N:13]=[C:12]([CH2:11][N:10]3[CH2:9][C@H:8]([CH2:23][CH:24]([CH3:26])[CH3:25])[NH:7][C:6](=[O:27])[C@@H:5]3[CH2:1][CH:2]([CH3:4])[CH3:3])[CH:16]=2)=[CH:22][CH:21]=1, predict the reactants needed to synthesize it. The reactants are: [CH2:1]([C@@H:5]1[N:10]([CH2:11][C:12]2[CH:16]=[C:15]([C:17]3[CH:22]=[CH:21][CH:20]=[CH:19][CH:18]=3)[O:14][N:13]=2)[CH2:9][C@H:8]([CH2:23][CH:24]([CH3:26])[CH3:25])[NH:7][C:6]1=[O:27])[CH:2]([CH3:4])[CH3:3].C([C@@H]1NC[C@H](CC(C)C)NC1=O)C(C)C.[Cl:43]C1C=CC(C2ON=C(C=O)C=2)=CC=1.